This data is from Catalyst prediction with 721,799 reactions and 888 catalyst types from USPTO. The task is: Predict which catalyst facilitates the given reaction. (1) Reactant: [CH2:1]([NH2:8])[C:2]1[CH:7]=[CH:6][CH:5]=[CH:4][CH:3]=1.[CH:9]1([NH:15][C:16]2[C:21]([C:22](O)=[O:23])=[CH:20][N:19]=[C:18]3[NH:25][N:26]=[CH:27][C:17]=23)[CH2:14][CH2:13][CH2:12][CH2:11][CH2:10]1.CCN(C(C)C)C(C)C.CN(C(ON1N=NC2C=CC=NC1=2)=[N+](C)C)C.F[P-](F)(F)(F)(F)F. Product: [CH2:1]([NH:8][C:22]([C:21]1[C:16]([NH:15][CH:9]2[CH2:10][CH2:11][CH2:12][CH2:13][CH2:14]2)=[C:17]2[CH:27]=[N:26][NH:25][C:18]2=[N:19][CH:20]=1)=[O:23])[C:2]1[CH:7]=[CH:6][CH:5]=[CH:4][CH:3]=1. The catalyst class is: 3. (2) Reactant: [C:1]([C:4]1[CH:10]=[CH:9][C:7]([NH2:8])=[CH:6][CH:5]=1)(=[O:3])[CH3:2].[H-].[Na+].CS(O[CH2:18][CH2:19][C@@H:20]1[CH2:25][N:24]([C:26]([O:28][CH2:29][C:30]2[CH:35]=[CH:34][CH:33]=[CH:32][CH:31]=2)=[O:27])[CH2:23][CH2:22][N:21]1[C:36]([O:38][C:39]([CH3:42])([CH3:41])[CH3:40])=[O:37])(=O)=O.C(=O)([O-])O.[Na+]. Product: [C:1]([C:4]1[CH:10]=[CH:9][C:7]([NH:8][CH2:18][CH2:19][C@@H:20]2[CH2:25][N:24]([C:26]([O:28][CH2:29][C:30]3[CH:35]=[CH:34][CH:33]=[CH:32][CH:31]=3)=[O:27])[CH2:23][CH2:22][N:21]2[C:36]([O:38][C:39]([CH3:40])([CH3:42])[CH3:41])=[O:37])=[CH:6][CH:5]=1)(=[O:3])[CH3:2]. The catalyst class is: 3.